This data is from NCI-60 drug combinations with 297,098 pairs across 59 cell lines. The task is: Regression. Given two drug SMILES strings and cell line genomic features, predict the synergy score measuring deviation from expected non-interaction effect. (1) Drug 1: C1=CC(=C2C(=C1NCCNCCO)C(=O)C3=C(C=CC(=C3C2=O)O)O)NCCNCCO. Drug 2: C1=NC2=C(N1)C(=S)N=C(N2)N. Cell line: HT29. Synergy scores: CSS=52.9, Synergy_ZIP=-2.68, Synergy_Bliss=-2.00, Synergy_Loewe=-1.99, Synergy_HSA=2.22. (2) Drug 1: C1CCN(CC1)CCOC2=CC=C(C=C2)C(=O)C3=C(SC4=C3C=CC(=C4)O)C5=CC=C(C=C5)O. Drug 2: CC(C)NC(=O)C1=CC=C(C=C1)CNNC.Cl. Cell line: NCI-H460. Synergy scores: CSS=-5.91, Synergy_ZIP=1.88, Synergy_Bliss=0.300, Synergy_Loewe=-4.96, Synergy_HSA=-5.45. (3) Synergy scores: CSS=1.56, Synergy_ZIP=-0.866, Synergy_Bliss=0.625, Synergy_Loewe=-3.74, Synergy_HSA=-0.699. Cell line: PC-3. Drug 1: CCC1(CC2CC(C3=C(CCN(C2)C1)C4=CC=CC=C4N3)(C5=C(C=C6C(=C5)C78CCN9C7C(C=CC9)(C(C(C8N6C=O)(C(=O)OC)O)OC(=O)C)CC)OC)C(=O)OC)O.OS(=O)(=O)O. Drug 2: CC1=C2C(C(=O)C3(C(CC4C(C3C(C(C2(C)C)(CC1OC(=O)C(C(C5=CC=CC=C5)NC(=O)C6=CC=CC=C6)O)O)OC(=O)C7=CC=CC=C7)(CO4)OC(=O)C)O)C)OC(=O)C. (4) Drug 1: CCCS(=O)(=O)NC1=C(C(=C(C=C1)F)C(=O)C2=CNC3=C2C=C(C=N3)C4=CC=C(C=C4)Cl)F. Drug 2: CNC(=O)C1=NC=CC(=C1)OC2=CC=C(C=C2)NC(=O)NC3=CC(=C(C=C3)Cl)C(F)(F)F. Cell line: OVCAR-8. Synergy scores: CSS=12.9, Synergy_ZIP=-6.47, Synergy_Bliss=-8.09, Synergy_Loewe=-22.8, Synergy_HSA=-9.86.